Dataset: Full USPTO retrosynthesis dataset with 1.9M reactions from patents (1976-2016). Task: Predict the reactants needed to synthesize the given product. (1) Given the product [Br:1][C:2]1[CH:7]=[C:6]([C:8]([F:11])([F:10])[F:9])[CH:5]=[C:4]([CH:12]([Br:16])[CH3:13])[CH:3]=1, predict the reactants needed to synthesize it. The reactants are: [Br:1][C:2]1[CH:3]=[C:4]([CH:12](O)[CH3:13])[CH:5]=[C:6]([C:8]([F:11])([F:10])[F:9])[CH:7]=1.C(Br)(Br)(Br)[Br:16].C1(P(C2C=CC=CC=2)C2C=CC=CC=2)C=CC=CC=1. (2) Given the product [NH4+:4].[OH-:20].[Cl:1][C:2]1[C:3]([NH:25][C:26]2[CH:31]=[CH:30][CH:29]=[CH:28][C:27]=2[NH:32][S:33]([CH3:36])(=[O:34])=[O:35])=[N:4][C:5]([NH:8][C:9]2[CH:24]=[CH:23][C:12]3[N:13]([CH3:22])[CH2:14][CH2:15][N:16]([CH2:18][CH2:19][O:20][CH3:21])[CH2:17][C:11]=3[CH:10]=2)=[N:6][CH:7]=1, predict the reactants needed to synthesize it. The reactants are: [Cl:1][C:2]1[C:3]([NH:25][C:26]2[CH:31]=[CH:30][CH:29]=[CH:28][C:27]=2[NH:32][S:33]([CH3:36])(=[O:35])=[O:34])=[N:4][C:5]([NH:8][C:9]2[CH:24]=[CH:23][C:12]3[N:13]([CH3:22])[CH2:14][CH2:15][N:16]([CH2:18][CH2:19][O:20][CH3:21])[CH2:17][C:11]=3[CH:10]=2)=[N:6][CH:7]=1.ClC1C(NC2C=CC=CC=2NS(C)(=O)=O)=NC(NC2C=CC3N(C)CCNCC=3C=2)=NC=1.C(N(C(C)C)CC)(C)C.BrCCOC. (3) Given the product [C:1]([O:4][C@@H:5]1[C@@H:10]([O:11][C:12](=[O:14])[CH3:13])[C@@H:9]([O:15][C:16](=[O:18])[CH3:17])[C@@H:8]([CH2:19][O:20][C:21](=[O:23])[CH3:22])[O:7][C@:6]21[C:31]1[C:26](=[CH:27][C:28]([Cl:34])=[C:29]([CH2:32][C:46]3[CH:47]=[CH:48][C:43]([O:42][Si:35]([C:38]([CH3:41])([CH3:40])[CH3:39])([CH3:37])[CH3:36])=[CH:44][CH:45]=3)[CH:30]=1)[CH2:25][O:24]2)(=[O:3])[CH3:2], predict the reactants needed to synthesize it. The reactants are: [C:1]([O:4][C@@H:5]1[C@@H:10]([O:11][C:12](=[O:14])[CH3:13])[C@@H:9]([O:15][C:16](=[O:18])[CH3:17])[C@@H:8]([CH2:19][O:20][C:21](=[O:23])[CH3:22])[O:7][C@:6]21[C:31]1[C:26](=[CH:27][C:28]([Cl:34])=[C:29]([CH2:32]Cl)[CH:30]=1)[CH2:25][O:24]2)(=[O:3])[CH3:2].[Si:35]([O:42][C:43]1[CH:48]=[CH:47][C:46](B(O)O)=[CH:45][CH:44]=1)([C:38]([CH3:41])([CH3:40])[CH3:39])([CH3:37])[CH3:36]. (4) Given the product [Cl:34][C:35]1[C:63]([O:64][CH3:65])=[CH:62][C:38]([NH:39][C:40]2[C:49]3[C:44](=[CH:45][C:46]4[CH:53]=[C:52]([O:54][CH2:55][CH2:67][N:68]5[CH2:73][CH2:72][N:71]([CH3:2])[CH2:70][CH2:69]5)[C:51]([O:56][CH3:57])=[CH:50][C:47]=4[CH:48]=3)[N:43]=[CH:42][C:41]=2[C:60]#[N:61])=[C:37]([CH3:66])[CH:36]=1, predict the reactants needed to synthesize it. The reactants are: Cl[C:2]1C(OC)=CC(NC2C3C(=CC4C=C(OCCCl)C(OC)=CC=4C=3)N=CC=2C#N)=C(C)C=1.[Cl:34][C:35]1[C:63]([O:64][CH3:65])=[CH:62][C:38]([NH:39][C:40]2[C:49]3[C:44](=[CH:45][C:46]4[CH:53]=[C:52]([O:54][CH3:55])[C:51]([O:56][CH2:57]CCl)=[CH:50][C:47]=4[CH:48]=3)[N:43]=[CH:42][C:41]=2[C:60]#[N:61])=[C:37]([CH3:66])[CH:36]=1.[CH3:67][N:68]1[CH2:73][CH2:72][NH:71][CH2:70][CH2:69]1.[I-].[Na+]. (5) Given the product [CH3:48][C:43]1([CH3:49])[C:44]([CH3:47])([CH3:46])[O:45][B:41]([C:2]2[CH:7]=[CH:6][C:5]([CH2:8][C:9]([O:11][CH3:12])=[O:10])=[CH:4][CH:3]=2)[O:42]1, predict the reactants needed to synthesize it. The reactants are: Br[C:2]1[CH:7]=[CH:6][C:5]([CH2:8][C:9]([O:11][CH3:12])=[O:10])=[CH:4][CH:3]=1.C([O-])(=O)C.[Ca+2].C([O-])(=O)C.C1(P(C2CCCCC2)C2CCCCC2)CCCCC1.[B:41]1([B:41]2[O:45][C:44]([CH3:47])([CH3:46])[C:43]([CH3:49])([CH3:48])[O:42]2)[O:45][C:44]([CH3:47])([CH3:46])[C:43]([CH3:49])([CH3:48])[O:42]1.